This data is from Forward reaction prediction with 1.9M reactions from USPTO patents (1976-2016). The task is: Predict the product of the given reaction. (1) Given the reactants C(OP([CH2:9][C:10]([O:12][CH2:13][CH3:14])=[O:11])(OCC)=O)C.[H-].[Na+].[F:17][C:18]1[CH:23]=[CH:22][CH:21]=[C:20]([F:24])[C:19]=1[CH:25]=[CH:26][CH:27]=O, predict the reaction product. The product is: [F:17][C:18]1[CH:23]=[CH:22][CH:21]=[C:20]([F:24])[C:19]=1[CH:25]=[CH:26][CH:27]=[CH:9][C:10]([O:12][CH2:13][CH3:14])=[O:11]. (2) Given the reactants [NH2:1][C:2]1[CH:11]=[C:10]([C:12]2[C:21]3[C:16](=[CH:17][C:18]([O:27][CH2:28][CH3:29])=[C:19]4[O:24][C:23]([CH3:26])([CH3:25])[CH2:22][C:20]4=3)[CH2:15][C:14]([CH3:31])([CH3:30])[N:13]=2)[CH:9]=[CH:8][C:3]=1[C:4]([NH:6][CH3:7])=[O:5].[ClH:32].C(O[CH2:37][CH3:38])(=O)C.[C:39](OCC)(=O)C, predict the reaction product. The product is: [ClH:32].[CH2:28]([O:27][C:18]1[CH:17]=[C:16]2[C:21](=[C:20]3[CH2:22][C:23]([CH3:26])([CH3:25])[O:24][C:19]=13)[C:12]([C:10]1[CH:9]=[CH:8][C:3]([C:4]([NH:6][CH3:7])=[O:5])=[C:2]([N:1]=[C:37]([CH3:38])[CH3:39])[CH:11]=1)=[N:13][C:14]([CH3:30])([CH3:31])[CH2:15]2)[CH3:29].